From a dataset of Full USPTO retrosynthesis dataset with 1.9M reactions from patents (1976-2016). Predict the reactants needed to synthesize the given product. (1) Given the product [C:32]([N:26]1[CH2:25][CH2:24][CH:23]([C:21]2[CH:22]=[C:10]3[N:9]=[C:8]([NH:7][N:6]=[CH:5][C:4]4[CH:29]=[CH:30][CH:31]=[C:2]([CH3:1])[CH:3]=4)[CH:13]=[C:12]([N:14]4[CH2:19][CH2:18][O:17][CH2:16][CH2:15]4)[N:11]3[N:20]=2)[CH2:28][CH2:27]1)(=[O:34])[CH3:33], predict the reactants needed to synthesize it. The reactants are: [CH3:1][C:2]1[CH:3]=[C:4]([CH:29]=[CH:30][CH:31]=1)[CH:5]=[N:6][NH:7][C:8]1[CH:13]=[C:12]([N:14]2[CH2:19][CH2:18][O:17][CH2:16][CH2:15]2)[N:11]2[N:20]=[C:21]([CH:23]3[CH2:28][CH2:27][NH:26][CH2:25][CH2:24]3)[CH:22]=[C:10]2[N:9]=1.[C:32](OC(=O)C)(=[O:34])[CH3:33]. (2) Given the product [CH2:23]([O:9][CH2:8][CH2:7][CH:6]([NH:5][C:3](=[O:4])[C:2]([F:18])([F:19])[F:1])[C:10]1[CH:15]=[CH:14][CH:13]=[C:12]([O:16][CH3:17])[CH:11]=1)[CH:22]=[CH2:21], predict the reactants needed to synthesize it. The reactants are: [F:1][C:2]([F:19])([F:18])[C:3]([NH:5][CH:6]([C:10]1[CH:15]=[CH:14][CH:13]=[C:12]([O:16][CH3:17])[CH:11]=1)[CH2:7][CH2:8][OH:9])=[O:4].[Li][CH2:21][CH2:22][CH2:23]C.CN1C(=O)N(C)CCC1.C(Br)C=C.